This data is from Catalyst prediction with 721,799 reactions and 888 catalyst types from USPTO. The task is: Predict which catalyst facilitates the given reaction. Reactant: [Cl:1][C:2]1[CH:7]=[CH:6][N:5]([CH:8]2[CH2:13][CH2:12][CH2:11][CH2:10][CH:9]2[CH3:14])[C:4](=[O:15])[C:3]=1[C:16]#[N:17].[Br:18]N1C(=O)CCC1=O.O. Product: [Br:18][C:7]1[C:2]([Cl:1])=[C:3]([C:16]#[N:17])[C:4](=[O:15])[N:5]([CH:8]2[CH2:13][CH2:12][CH2:11][CH2:10][CH:9]2[CH3:14])[CH:6]=1. The catalyst class is: 9.